From a dataset of Catalyst prediction with 721,799 reactions and 888 catalyst types from USPTO. Predict which catalyst facilitates the given reaction. (1) Reactant: Br[C:2]1[CH:7]=[CH:6][C:5]([O:8][CH3:9])=[C:4]([CH2:10][CH3:11])[CH:3]=1.[Li]CCCC.CCCCCC.CN([CH:26]=[O:27])C. Product: [CH2:10]([C:4]1[CH:3]=[C:2]([CH:7]=[CH:6][C:5]=1[O:8][CH3:9])[CH:26]=[O:27])[CH3:11]. The catalyst class is: 1. (2) Reactant: [C:1]([N:4]1[C:13]2[C:8](=[N:9][CH:10]=[CH:11][CH:12]=2)[C@H:7]([NH:14]C(=O)OCC2C=CC=CC=2)[C@@H:6]([CH3:25])[C@@H:5]1[CH3:26])(=[O:3])[CH3:2]. Product: [NH2:14][C@H:7]1[C:8]2[C:13](=[CH:12][CH:11]=[CH:10][N:9]=2)[N:4]([C:1](=[O:3])[CH3:2])[C@@H:5]([CH3:26])[C@@H:6]1[CH3:25]. The catalyst class is: 19. (3) Reactant: C[O:2][C:3](=[O:17])[CH2:4][NH:5][C:6]([C:8]1[CH:9]=[CH:10][C:11]2[C:12]([CH:16]=1)=[N:13][O:14][N:15]=2)=[O:7].[OH-].[K+].Cl. Product: [N:15]1[O:14][N:13]=[C:12]2[CH:16]=[C:8]([C:6]([NH:5][CH2:4][C:3]([OH:17])=[O:2])=[O:7])[CH:9]=[CH:10][C:11]=12. The catalyst class is: 5. (4) Reactant: [ClH:1].C(OC([N:9]=[C:10]([NH:40]C(OC(C)(C)C)=O)[NH:11][CH2:12][CH2:13][O:14][C:15]1[CH:20]=[CH:19][C:18]([CH2:21][CH2:22][CH2:23][CH2:24][NH:25][C:26]([NH:28][C:29]([C:31]2[C:36]([NH2:37])=[N:35][C:34]([NH2:38])=[C:33]([Cl:39])[N:32]=2)=[O:30])=[NH:27])=[CH:17][CH:16]=1)=O)(C)(C)C. Product: [ClH:39].[ClH:1].[NH2:37][C:36]1[C:31]([C:29]([NH:28][C:26]([NH:25][CH2:24][CH2:23][CH2:22][CH2:21][C:18]2[CH:19]=[CH:20][C:15]([O:14][CH2:13][CH2:12][NH:11][C:10]([NH2:40])=[NH:9])=[CH:16][CH:17]=2)=[NH:27])=[O:30])=[N:32][C:33]([Cl:39])=[C:34]([NH2:38])[N:35]=1. The catalyst class is: 5. (5) Reactant: [CH3:1][N:2]1[C:8]2[C:9]([N+:13]([O-])=O)=[CH:10][CH:11]=[CH:12][C:7]=2[C:6](=[O:16])[N:5]([CH3:17])[CH2:4][CH2:3]1. Product: [NH2:13][C:9]1[C:8]2[N:2]([CH3:1])[CH2:3][CH2:4][N:5]([CH3:17])[C:6](=[O:16])[C:7]=2[CH:12]=[CH:11][CH:10]=1. The catalyst class is: 19. (6) Reactant: [H-].[Na+].Cl.[NH2:4][C:5]([NH2:7])=[NH:6].Cl[C:9]1[C:18]2[C:13](=[CH:14][CH:15]=[C:16]([S:19]([NH:22][C:23]3([C:27]([O:29][CH2:30][CH3:31])=[O:28])[CH2:26][CH2:25][CH2:24]3)(=[O:21])=[O:20])[CH:17]=2)[C:12]([Cl:32])=[CH:11][N:10]=1.O. Product: [Cl:32][C:12]1[C:13]2[C:18](=[CH:17][C:16]([S:19]([NH:22][C:23]3([C:27]([O:29][CH2:30][CH3:31])=[O:28])[CH2:24][CH2:25][CH2:26]3)(=[O:20])=[O:21])=[CH:15][CH:14]=2)[C:9]([NH:6][C:5]([NH2:7])=[NH:4])=[N:10][CH:11]=1. The catalyst class is: 16. (7) Reactant: [Cl:1][C:2]1[CH:3]=[C:4]([C:12]2[CH:17]=[CH:16][C:15]([N+:18]([O-])=O)=[CH:14][CH:13]=2)[CH:5]=[CH:6][C:7]=1[C:8]([O:10][CH3:11])=[O:9].Cl. Product: [CH3:11][O:10][C:8]([C:7]1[CH:6]=[CH:5][C:4]([C:12]2[CH:17]=[CH:16][C:15]([NH2:18])=[CH:14][CH:13]=2)=[CH:3][C:2]=1[Cl:1])=[O:9]. The catalyst class is: 186. (8) Reactant: [CH2:1]([N:3]1[CH:7]=[N:6][CH:5]=[N:4]1)[CH3:2].CN(C)CCN(C)C.C([Li])CCC.CN([CH:24]=[O:25])C.C(=O)(O)[O-].[Na+]. Product: [CH2:1]([N:3]1[C:7]([CH:24]=[O:25])=[N:6][CH:5]=[N:4]1)[CH3:2]. The catalyst class is: 1.